Dataset: Forward reaction prediction with 1.9M reactions from USPTO patents (1976-2016). Task: Predict the product of the given reaction. (1) Given the reactants [Cl:1][C:2]1[S:6][C:5]([C:7]([OH:33])([C:27]2[N:28]([CH3:32])[CH:29]=[N:30][CH:31]=2)[C:8]2[CH:9]=[C:10]3[C:15](=[CH:16][CH:17]=2)[NH:14][C:13](=[O:18])[CH:12]=[C:11]3[C:19]2[CH:24]=[CH:23][CH:22]=[C:21]([O:25]C)[CH:20]=2)=[CH:4][CH:3]=1.B(Br)(Br)Br.[CH2:38](Cl)Cl, predict the reaction product. The product is: [Cl:1][C:2]1[S:6][C:5]([C:7]([OH:33])([C:27]2[N:28]([CH3:32])[CH:29]=[N:30][CH:31]=2)[C:8]2[CH:9]=[C:10]3[C:15](=[CH:16][CH:17]=2)[N:14]([CH3:38])[C:13](=[O:18])[CH:12]=[C:11]3[C:19]2[CH:24]=[CH:23][CH:22]=[C:21]([OH:25])[CH:20]=2)=[CH:4][CH:3]=1. (2) Given the reactants [N:1]1([C:6]2[CH:12]=[CH:11][C:9]([NH2:10])=[CH:8][CH:7]=2)[CH:5]=[CH:4][CH:3]=[N:2]1.[C:13](Cl)(Cl)=[O:14].Cl.[CH3:18][N:19]1[CH2:24][CH2:23][N:22]([C:25]2[CH:30]=[C:29]([C:31]3[CH:40]=[C:39]4[C:34]([CH2:35][CH2:36][NH:37][CH2:38]4)=[CH:33][CH:32]=3)[N:28]=[C:27]([NH2:41])[N:26]=2)[CH2:21][CH2:20]1, predict the reaction product. The product is: [NH2:41][C:27]1[N:28]=[C:29]([C:31]2[CH:40]=[C:39]3[C:34]([CH2:35][CH2:36][N:37]([C:13]([NH:10][C:9]4[CH:8]=[CH:7][C:6]([N:1]5[CH:5]=[CH:4][CH:3]=[N:2]5)=[CH:12][CH:11]=4)=[O:14])[CH2:38]3)=[CH:33][CH:32]=2)[CH:30]=[C:25]([N:22]2[CH2:21][CH2:20][N:19]([CH3:18])[CH2:24][CH2:23]2)[N:26]=1. (3) Given the reactants S(Cl)(Cl)=O.[OH:5][C:6]1[CH:23]=[CH:22][C:9]2[N:10]=[C:11]([C:13]3[CH:14]=[C:15]([CH:19]=[CH:20][CH:21]=3)[C:16]([OH:18])=[O:17])[S:12][C:8]=2[CH:7]=1.[CH3:24]O, predict the reaction product. The product is: [OH:5][C:6]1[CH:23]=[CH:22][C:9]2[N:10]=[C:11]([C:13]3[CH:14]=[C:15]([CH:19]=[CH:20][CH:21]=3)[C:16]([O:18][CH3:24])=[O:17])[S:12][C:8]=2[CH:7]=1. (4) The product is: [CH2:1]([O:5][CH2:6][CH2:7][O:8][C:9]1[CH:14]=[CH:13][C:12]([C:15]2[CH:16]=[CH:17][C:18]3[N:24]([C:25](=[O:30])[C:26]([F:27])([F:28])[F:29])[CH2:23][CH2:22][C:21]([C:31]([NH:35][C:36]4[CH:37]=[CH:38][C:39]([CH:42]([OH:43])[C:44]5[CH:49]=[C:48]([CH3:50])[CH:47]=[CH:46][N:45]=5)=[CH:40][CH:41]=4)=[O:33])=[CH:20][C:19]=3[CH:34]=2)=[CH:11][CH:10]=1)[CH2:2][CH2:3][CH3:4]. Given the reactants [CH2:1]([O:5][CH2:6][CH2:7][O:8][C:9]1[CH:14]=[CH:13][C:12]([C:15]2[CH:16]=[CH:17][C:18]3[N:24]([C:25](=[O:30])[C:26]([F:29])([F:28])[F:27])[CH2:23][CH2:22][C:21]([C:31]([OH:33])=O)=[CH:20][C:19]=3[CH:34]=2)=[CH:11][CH:10]=1)[CH2:2][CH2:3][CH3:4].[NH2:35][C:36]1[CH:41]=[CH:40][C:39]([CH:42]([C:44]2[CH:49]=[C:48]([CH3:50])[CH:47]=[CH:46][N:45]=2)[OH:43])=[CH:38][CH:37]=1.ON1C2C=CC=CC=2N=N1.CN(C)C=O, predict the reaction product. (5) Given the reactants C(OC([N:11]1[CH2:20][CH2:19][C:18]2[C:13](=[CH:14][C:15]([O:21][C:22]3[CH:27]=[CH:26][C:25]([C:28](=[O:32])[N:29]([CH3:31])[CH3:30])=[CH:24][CH:23]=3)=[CH:16][CH:17]=2)[CH2:12]1)=O)C1C=CC=CC=1.C(O)C, predict the reaction product. The product is: [CH3:30][N:29]([CH3:31])[C:28](=[O:32])[C:25]1[CH:24]=[CH:23][C:22]([O:21][C:15]2[CH:14]=[C:13]3[C:18]([CH2:19][CH2:20][NH:11][CH2:12]3)=[CH:17][CH:16]=2)=[CH:27][CH:26]=1. (6) Given the reactants [CH3:1][C:2]1[N:3]=[N:4][N:5]([CH3:38])[C:6]=1[C:7]1[CH:19]=[N:18][C:17]2[C:16]3[CH:15]=[CH:14][C:13]([C:20]([NH2:23])([CH3:22])[CH3:21])=[C:12]([F:24])[C:11]=3[N:10]([C@@H:25]([CH:32]3[CH2:37][CH2:36][O:35][CH2:34][CH2:33]3)[C:26]3[CH:31]=[CH:30][CH:29]=[CH:28][CH:27]=3)[C:9]=2[CH:8]=1.[CH3:39][S:40](Cl)(=[O:42])=[O:41].C(N(CC)CC)C, predict the reaction product. The product is: [CH3:1][C:2]1[N:3]=[N:4][N:5]([CH3:38])[C:6]=1[C:7]1[CH:19]=[N:18][C:17]2[C:16]3[CH:15]=[CH:14][C:13]([C:20]([NH:23][S:40]([CH3:39])(=[O:42])=[O:41])([CH3:22])[CH3:21])=[C:12]([F:24])[C:11]=3[N:10]([C@@H:25]([CH:32]3[CH2:37][CH2:36][O:35][CH2:34][CH2:33]3)[C:26]3[CH:27]=[CH:28][CH:29]=[CH:30][CH:31]=3)[C:9]=2[CH:8]=1.